Dataset: Peptide-MHC class I binding affinity with 185,985 pairs from IEDB/IMGT. Task: Regression. Given a peptide amino acid sequence and an MHC pseudo amino acid sequence, predict their binding affinity value. This is MHC class I binding data. (1) The peptide sequence is CLVSGLSSL. The MHC is HLA-B15:17 with pseudo-sequence HLA-B15:17. The binding affinity (normalized) is 0.0847. (2) The peptide sequence is ACNENMETM. The MHC is H-2-Db with pseudo-sequence H-2-Db. The binding affinity (normalized) is 0.574. (3) The peptide sequence is SRARIKTRL. The MHC is HLA-A26:03 with pseudo-sequence HLA-A26:03. The binding affinity (normalized) is 0.0847. (4) The MHC is H-2-Dd with pseudo-sequence H-2-Dd. The peptide sequence is RGPNVVTL. The binding affinity (normalized) is 0.378. (5) The binding affinity (normalized) is 0. The MHC is HLA-A68:01 with pseudo-sequence HLA-A68:01. The peptide sequence is GMFTNRSGFQ. (6) The peptide sequence is RGRAATMAL. The MHC is HLA-B08:01 with pseudo-sequence HLA-B08:01. The binding affinity (normalized) is 0.489. (7) The binding affinity (normalized) is 0.675. The MHC is HLA-B27:05 with pseudo-sequence HLA-B27:05. The peptide sequence is IRYLGVLLY.